From a dataset of Peptide-MHC class I binding affinity with 185,985 pairs from IEDB/IMGT. Regression. Given a peptide amino acid sequence and an MHC pseudo amino acid sequence, predict their binding affinity value. This is MHC class I binding data. (1) The peptide sequence is YEDQLHRAS. The MHC is HLA-B08:01 with pseudo-sequence HLA-B08:01. The binding affinity (normalized) is 0.0847. (2) The peptide sequence is ILSVSSFLFV. The MHC is HLA-A02:06 with pseudo-sequence HLA-A02:06. The binding affinity (normalized) is 0.411. (3) The peptide sequence is HHIWQNLL. The MHC is HLA-B53:01 with pseudo-sequence HLA-B53:01. The binding affinity (normalized) is 0.238. (4) The binding affinity (normalized) is 0.622. The MHC is HLA-A02:01 with pseudo-sequence HLA-A02:01. The peptide sequence is YIIPCILIL. (5) The peptide sequence is KRQEILDLWVY. The MHC is HLA-B58:01 with pseudo-sequence HLA-B58:01. The binding affinity (normalized) is 0.0281. (6) The peptide sequence is RSKMLKRGSR. The MHC is HLA-A31:01 with pseudo-sequence HLA-A31:01. The binding affinity (normalized) is 1.00. (7) The peptide sequence is ELHNGFTGY. The MHC is HLA-A02:12 with pseudo-sequence HLA-A02:12. The binding affinity (normalized) is 0.0847. (8) The peptide sequence is IRVEGNLRV. The MHC is HLA-A02:03 with pseudo-sequence HLA-A02:03. The binding affinity (normalized) is 0.0847.